Dataset: Reaction yield outcomes from USPTO patents with 853,638 reactions. Task: Predict the reaction yield, written as a fraction of the theoretical maximum amount of product (1.0 means a 100% yield; for example, 0.34 means a 34% yield). (1) The reactants are CC1(C)C(C)(C)OB([C:9]2[CH:10]=[C:11]3[C:16](=[CH:17][CH:18]=2)[CH:15]=[C:14]([C:19]2[CH:20]=[CH:21][C:22]4[N:26]=[C:25]([C@@H:27]5[CH2:32][C@@H:31]6[C@@H:29]([CH2:30]6)[N:28]5[C:33]([O:35][C:36]([CH3:39])([CH3:38])[CH3:37])=[O:34])[NH:24][C:23]=4[CH:40]=2)[CH:13]=[CH:12]3)O1.I[C:43]1[NH:47][C:46]([C@@H:48]2[CH2:53][C@@H:52]3[C@@H:50]([CH2:51]3)[N:49]2[C:54](=[O:64])[C@@H:55]([NH:59][C:60](=[O:63])[O:61][CH3:62])[CH:56]([CH3:58])[CH3:57])=[N:45][CH:44]=1.C1(P(C2CCCCC2)C2C=CC=CC=2C2C(OC)=CC=CC=2OC)CCCCC1.C(=O)([O-])[O-].[Cs+].[Cs+]. The catalyst is C1COCC1.O.CCOC(C)=O.C([O-])(=O)C.[Pd+2].C([O-])(=O)C.CO.C(Cl)Cl. The product is [CH3:62][O:61][C:60]([NH:59][C@@H:55]([CH:56]([CH3:58])[CH3:57])[C:54]([N:49]1[C@H:48]([C:46]2[NH:47][C:43]([C:9]3[CH:10]=[C:11]4[C:16](=[CH:17][CH:18]=3)[CH:15]=[C:14]([C:19]3[CH:20]=[CH:21][C:22]5[N:26]=[C:25]([C@@H:27]6[CH2:32][C@@H:31]7[C@@H:29]([CH2:30]7)[N:28]6[C:33]([O:35][C:36]([CH3:38])([CH3:37])[CH3:39])=[O:34])[NH:24][C:23]=5[CH:40]=3)[CH:13]=[CH:12]4)=[CH:44][N:45]=2)[CH2:53][C@@H:52]2[C@H:50]1[CH2:51]2)=[O:64])=[O:63]. The yield is 0.390. (2) The reactants are [O:1]([CH2:8][CH2:9][S:10][CH2:11][C:12]1[CH:17]=[CH:16][C:15]([C:18]2[CH:23]=[CH:22][C:21]([C:24](O)=[O:25])=[CH:20][CH:19]=2)=[CH:14][CH:13]=1)[C:2]1[CH:7]=[CH:6][CH:5]=[CH:4][CH:3]=1.[C:27](N1C=CN=C1)([N:29]1[CH:33]=[CH:32][N:31]=[CH:30]1)=O.CN(C)CCN. The catalyst is C1COCC1. The product is [CH3:27][N:29]([CH3:30])[CH2:33][CH2:32][NH:31][C:24]([C:21]1[CH:20]=[CH:19][C:18]([C:15]2[CH:16]=[CH:17][C:12]([CH2:11][S:10][CH2:9][CH2:8][O:1][C:2]3[CH:7]=[CH:6][CH:5]=[CH:4][CH:3]=3)=[CH:13][CH:14]=2)=[CH:23][CH:22]=1)=[O:25]. The yield is 0.860. (3) The reactants are Br[C:2]1[CH:3]=[CH:4][C:5]([N+:8]([O-:10])=[O:9])=[N:6][CH:7]=1.CC1(C)C(C)(C)OB([C:19]2[CH2:24][CH2:23][N:22]([C:25]([O:27][C:28]([CH3:31])([CH3:30])[CH3:29])=[O:26])[CH2:21][CH:20]=2)O1.C([O-])(=O)C.[Na+]. The catalyst is C(#N)C.O.C1C=CC(P(C2C=CC=CC=2)[C-]2C=CC=C2)=CC=1.C1C=CC(P(C2C=CC=CC=2)[C-]2C=CC=C2)=CC=1.Cl[Pd]Cl.[Fe+2]. The product is [N+:8]([C:5]1[N:6]=[CH:7][C:2]([C:19]2[CH2:24][CH2:23][N:22]([C:25]([O:27][C:28]([CH3:31])([CH3:30])[CH3:29])=[O:26])[CH2:21][CH:20]=2)=[CH:3][CH:4]=1)([O-:10])=[O:9]. The yield is 0.740.